Predict the reactants needed to synthesize the given product. From a dataset of Full USPTO retrosynthesis dataset with 1.9M reactions from patents (1976-2016). (1) Given the product [Br:1][C:2]1[CH:3]=[N:4][CH:5]=[CH:6][C:7]=1[CH2:8][CH:9]1[CH2:17][C:16]2[C:11](=[CH:12][CH:13]=[C:14]([Cl:18])[CH:15]=2)[C:10]1=[O:19], predict the reactants needed to synthesize it. The reactants are: [Br:1][C:2]1[CH:3]=[N:4][CH:5]=[CH:6][C:7]=1/[CH:8]=[C:9]1/[C:10](=[O:19])[C:11]2[C:16]([CH2:17]/1)=[CH:15][C:14]([Cl:18])=[CH:13][CH:12]=2. (2) Given the product [CH2:9]([NH:16][C:33]([C:31]1[NH:30][N:29]=[C:28]([N:25]2[CH2:26][CH2:27][N:23]([CH2:22][C:21]3[CH:46]=[CH:47][C:18]([F:17])=[CH:19][CH:20]=3)[C:24]2=[O:45])[CH:32]=1)=[O:34])[C:10]1[CH:15]=[CH:14][CH:13]=[CH:12][CH:11]=1, predict the reactants needed to synthesize it. The reactants are: N1C=CC=CC=1CN.[CH2:9]([NH2:16])[C:10]1[CH:15]=[CH:14][CH:13]=[CH:12][CH:11]=1.[F:17][C:18]1[CH:47]=[CH:46][C:21]([CH2:22][N:23]2[CH2:27][CH2:26][N:25]([C:28]3[CH:32]=[C:31]([C:33](O)=[O:34])[N:30](CC4C=CC(OC)=CC=4)[N:29]=3)[C:24]2=[O:45])=[CH:20][CH:19]=1. (3) Given the product [CH3:1][C:2]1[N:7]=[C:6]([NH:8][C:9]2[C:14]([CH3:15])=[CH:13][C:12]([CH3:16])=[CH:11][C:10]=2[CH3:17])[C:5]([S:18]([C:21]2[CH:22]=[CH:23][C:24]([CH:25]([C:29]3[CH:34]=[CH:33][CH:32]=[CH:31][CH:30]=3)[OH:26])=[CH:27][CH:28]=2)(=[O:20])=[O:19])=[CH:4][CH:3]=1, predict the reactants needed to synthesize it. The reactants are: [CH3:1][C:2]1[N:7]=[C:6]([NH:8][C:9]2[C:14]([CH3:15])=[CH:13][C:12]([CH3:16])=[CH:11][C:10]=2[CH3:17])[C:5]([S:18]([C:21]2[CH:28]=[CH:27][C:24]([CH:25]=[O:26])=[CH:23][CH:22]=2)(=[O:20])=[O:19])=[CH:4][CH:3]=1.[C:29]1([Mg]Br)[CH:34]=[CH:33][CH:32]=[CH:31][CH:30]=1. (4) Given the product [OH:8][C:9]1[CH:14]=[CH:13][C:12]([C:15]2[CH:16]=[CH:17][C:18]([C:21]([F:23])([F:24])[F:22])=[CH:19][CH:20]=2)=[CH:11][C:10]=1[C:25]1[CH:30]=[CH:29][N:28]=[C:27]([N:31]2[CH2:36][CH2:35][N:34]([C:37]([O:39][C:40]([CH3:43])([CH3:42])[CH3:41])=[O:38])[CH2:33][CH2:32]2)[CH:26]=1, predict the reactants needed to synthesize it. The reactants are: C([O:8][C:9]1[CH:14]=[CH:13][C:12]([C:15]2[CH:20]=[CH:19][C:18]([C:21]([F:24])([F:23])[F:22])=[CH:17][CH:16]=2)=[CH:11][C:10]=1[C:25]1[CH:30]=[CH:29][N:28]=[C:27]([N:31]2[CH2:36][CH2:35][N:34]([C:37]([O:39][C:40]([CH3:43])([CH3:42])[CH3:41])=[O:38])[CH2:33][CH2:32]2)[CH:26]=1)C1C=CC=CC=1. (5) Given the product [C:13]([C:6]1[CH:7]=[CH:8][N:9]=[C:10]2[C:5]=1[N:4]=[C:3]([O:2][CH3:1])[CH:12]=[CH:11]2)#[CH:14], predict the reactants needed to synthesize it. The reactants are: [CH3:1][O:2][C:3]1[CH:12]=[CH:11][C:10]2[C:5](=[C:6]([C:13]#[C:14][Si](C)(C)C)[CH:7]=[CH:8][N:9]=2)[N:4]=1.C(=O)([O-])[O-].[K+].[K+]. (6) Given the product [C:14]([C:4]1[CH:3]=[C:2]([NH2:1])[N:6]([C:7]2[CH:12]=[CH:11][C:10]([O:13][CH2:26][CH2:25][N:22]3[CH2:23][CH2:24][N:19]([CH3:18])[CH2:20][CH2:21]3)=[CH:9][CH:8]=2)[N:5]=1)([CH3:17])([CH3:16])[CH3:15], predict the reactants needed to synthesize it. The reactants are: [NH2:1][C:2]1[N:6]([C:7]2[CH:12]=[CH:11][C:10]([OH:13])=[CH:9][CH:8]=2)[N:5]=[C:4]([C:14]([CH3:17])([CH3:16])[CH3:15])[CH:3]=1.[CH3:18][N:19]1[CH2:24][CH2:23][N:22]([CH2:25][CH2:26]O)[CH2:21][CH2:20]1.C1(P(C2C=CC=CC=2)C2C=CC=CC=2)C=CC=CC=1.N(C(OC(C)C)=O)=NC(OC(C)C)=O. (7) The reactants are: F[C:2]1[C:3]([CH3:22])=[N:4][C:5]2[C:10]([N:11]=1)=[C:9]([C:12]1[NH:20][C:19]3[CH2:18][CH2:17][NH:16][C:15](=[O:21])[C:14]=3[CH:13]=1)[CH:8]=[CH:7][CH:6]=2.Cl.[CH3:24][C:25]1([NH2:29])[CH2:28][CH2:27][CH2:26]1.CCN(C(C)C)C(C)C.CO.C(Cl)Cl. Given the product [CH3:22][C:3]1[C:2]([NH:29][C:25]2([CH3:24])[CH2:28][CH2:27][CH2:26]2)=[N:11][C:10]2[C:5](=[CH:6][CH:7]=[CH:8][C:9]=2[C:12]2[NH:20][C:19]3[CH2:18][CH2:17][NH:16][C:15](=[O:21])[C:14]=3[CH:13]=2)[N:4]=1, predict the reactants needed to synthesize it. (8) Given the product [CH3:23][C:18]1[C:17]([C:10]2[CH:9]=[C:8]3[C:13]([C:14]4[C:2]([NH:34][C:27]5[C:28]6[C:33](=[CH:32][CH:31]=[CH:30][CH:29]=6)[N:25]([CH3:24])[N:26]=5)=[N:3][CH:4]=[N:5][C:6]=4[NH:7]3)=[CH:12][C:11]=2[O:15][CH3:16])=[C:21]([CH3:22])[O:20][N:19]=1, predict the reactants needed to synthesize it. The reactants are: Cl[C:2]1[C:14]2[C:13]3[C:8](=[CH:9][C:10]([C:17]4[C:18]([CH3:23])=[N:19][O:20][C:21]=4[CH3:22])=[C:11]([O:15][CH3:16])[CH:12]=3)[NH:7][C:6]=2[N:5]=[CH:4][N:3]=1.[CH3:24][N:25]1[C:33]2[C:28](=[CH:29][CH:30]=[CH:31][CH:32]=2)[C:27]([NH2:34])=[N:26]1.C(C(O)=O)(F)(F)F. (9) Given the product [CH3:43][C:42]([CH3:45])([CH3:44])[C@H:23]([NH:22][C:14](=[O:15])[C@@H:13]([CH2:12][N:9]([CH:10]=[O:11])[OH:8])[CH2:17][CH2:18][CH2:19][CH3:20])[C:24]([N:26]1[CH2:27][CH2:28][CH:29]([NH:32][C:33](=[O:41])[CH2:34][C:35]2[CH:40]=[CH:39][CH:38]=[CH:37][CH:36]=2)[CH2:30][CH2:31]1)=[O:25], predict the reactants needed to synthesize it. The reactants are: C([O:8][N:9]([CH2:12][C@@H:13]([CH2:17][CH2:18][CH2:19][CH3:20])[C:14](O)=[O:15])[CH:10]=[O:11])C1C=CC=CC=1.Cl.[NH2:22][C@@H:23]([C:42]([CH3:45])([CH3:44])[CH3:43])[C:24]([N:26]1[CH2:31][CH2:30][CH:29]([NH:32][C:33](=[O:41])[CH2:34][C:35]2[CH:40]=[CH:39][CH:38]=[CH:37][CH:36]=2)[CH2:28][CH2:27]1)=[O:25].